Dataset: Reaction yield outcomes from USPTO patents with 853,638 reactions. Task: Predict the reaction yield, written as a fraction of the theoretical maximum amount of product (1.0 means a 100% yield; for example, 0.34 means a 34% yield). (1) The reactants are [Br:1][C:2]1[CH:3]=[CH:4][C:5]([NH:17][C:18]2[CH:23]=[CH:22][CH:21]=[CH:20][CH:19]=2)=[C:6]([CH:16]=1)[NH:7][C:8](=O)[C:9]1[CH:14]=[CH:13][CH:12]=[CH:11][N:10]=1. The catalyst is C1(C)C(C)=CC=CC=1. The product is [Br:1][C:2]1[CH:3]=[CH:4][C:5]2[N:17]([C:18]3[CH:23]=[CH:22][CH:21]=[CH:20][CH:19]=3)[C:8]([C:9]3[CH:14]=[CH:13][CH:12]=[CH:11][N:10]=3)=[N:7][C:6]=2[CH:16]=1. The yield is 0.690. (2) The reactants are C[Si](C)(C)[N-][Si](C)(C)C.[Li+].[O:11]=[C:12]1[N:16]([C:17]([O:19][C:20]([CH3:23])([CH3:22])[CH3:21])=[O:18])[C@H:15]([C:24]([O:26][CH3:27])=[O:25])[CH2:14][CH2:13]1.CI.[CH3:30]C(O)=O. The catalyst is C1COCC1. The product is [CH3:30][C@H:13]1[C:12](=[O:11])[N:16]([C:17]([O:19][C:20]([CH3:23])([CH3:22])[CH3:21])=[O:18])[C@H:15]([C:24]([O:26][CH3:27])=[O:25])[CH2:14]1. The yield is 0.220.